Dataset: Forward reaction prediction with 1.9M reactions from USPTO patents (1976-2016). Task: Predict the product of the given reaction. (1) Given the reactants [CH3:1][Si:2]([CH3:12])([CH3:11])[C:3]1[CH:10]=[CH:9][C:6]([CH:7]=O)=[CH:5][CH:4]=1.[F:13][CH:14]([C:27]1[CH:31]=[C:30]([CH3:32])[N:29](C2CCCCO2)[N:28]=1)S(C1SC2C=CC=CC=2N=1)(=O)=O.C[Si](C)(C)[N-][Si](C)(C)C.[Li+].[Cl-].[NH4+], predict the reaction product. The product is: [F:13]/[C:14](/[C:27]1[CH:31]=[C:30]([CH3:32])[NH:29][N:28]=1)=[CH:7]\[C:6]1[CH:9]=[CH:10][C:3]([Si:2]([CH3:12])([CH3:11])[CH3:1])=[CH:4][CH:5]=1. (2) Given the reactants [Li]CCCC.[O:6]1[CH2:11][CH2:10][CH:9]([C:12]2[N:13]([S:17]([N:20]([CH3:22])[CH3:21])(=[O:19])=[O:18])[CH:14]=[CH:15][N:16]=2)[CH2:8][CH2:7]1.CN([CH:26]=[O:27])C.[NH4+].[Cl-], predict the reaction product. The product is: [O:6]1[CH2:7][CH2:8][CH:9]([C:12]2[N:13]([S:17]([N:20]([CH3:22])[CH3:21])(=[O:19])=[O:18])[C:14]([CH:26]=[O:27])=[CH:15][N:16]=2)[CH2:10][CH2:11]1. (3) Given the reactants [CH3:1][O:2][C:3]1[CH:11]=[CH:10][C:9]([CH2:12][N:13]2[CH:17]=[N:16][N:15]=[N:14]2)=[CH:8][C:4]=1[C:5](O)=[O:6].C(Cl)(=O)C([Cl:21])=O, predict the reaction product. The product is: [CH3:1][O:2][C:3]1[CH:11]=[CH:10][C:9]([CH2:12][N:13]2[CH:17]=[N:16][N:15]=[N:14]2)=[CH:8][C:4]=1[C:5]([Cl:21])=[O:6]. (4) Given the reactants FC(F)(F)C(O)=O.[CH3:8][O:9][C:10](=[O:39])[C@@H:11]([NH:14][C:15]([C:17]1[S:18][C:19]([C:26](=[O:38])[NH:27][CH2:28][C:29]2[CH:37]=[CH:36][CH:35]=[C:34]3[C:30]=2[CH:31]=[N:32][NH:33]3)=[CH:20][C:21]=1[C:22]([F:25])([F:24])[F:23])=[O:16])[CH2:12][NH2:13].C(N(CC)CC)C.CN(C(ON1N=NC2C=CC=CC1=2)=[N+](C)C)C.F[P-](F)(F)(F)(F)F.C1C=CC2N(O)N=NC=2C=1.[S:81]1[CH:85]=[CH:84][CH:83]=[C:82]1[C:86](O)=[O:87], predict the reaction product. The product is: [CH3:8][O:9][C:10](=[O:39])[C@@H:11]([NH:14][C:15]([C:17]1[S:18][C:19]([C:26](=[O:38])[NH:27][CH2:28][C:29]2[CH:37]=[CH:36][CH:35]=[C:34]3[C:30]=2[CH:31]=[N:32][NH:33]3)=[CH:20][C:21]=1[C:22]([F:24])([F:25])[F:23])=[O:16])[CH2:12][NH:13][C:86]([C:82]1[S:81][CH:85]=[CH:84][CH:83]=1)=[O:87]. (5) Given the reactants [Cl:1][C:2]1[CH:11]=[CH:10][CH:9]=[CH:8][C:3]=1[O:4][CH2:5][CH2:6][OH:7].O[C:13]1[CH:14]=[C:15]([CH:19]2[CH2:22][C:21]3([CH2:27][CH2:26][N:25]([C:28]([O:30]C(C)(C)C)=O)[CH2:24][CH2:23]3)[CH2:20]2)[CH:16]=[CH:17][CH:18]=1.C1(OC(=O)[NH:43][C:44]2[O:48][N:47]=[C:46]([CH3:49])[C:45]=2[CH3:50])C=CC=CC=1, predict the reaction product. The product is: [Cl:1][C:2]1[CH:11]=[CH:10][CH:9]=[CH:8][C:3]=1[O:4][CH2:5][CH2:6][O:7][C:13]1[CH:14]=[C:15]([CH:19]2[CH2:20][C:21]3([CH2:23][CH2:24][N:25]([C:28]([NH:43][C:44]4[O:48][N:47]=[C:46]([CH3:49])[C:45]=4[CH3:50])=[O:30])[CH2:26][CH2:27]3)[CH2:22]2)[CH:16]=[CH:17][CH:18]=1.